Task: Predict the reactants needed to synthesize the given product.. Dataset: Full USPTO retrosynthesis dataset with 1.9M reactions from patents (1976-2016) Given the product [Cl:8][C:6]1[N:5]=[C:4]([N:12]2[CH2:11][CH2:10][N:9]([C:15]([O:17][C:18]([CH3:21])([CH3:20])[CH3:19])=[O:16])[CH2:14][CH2:13]2)[N:3]=[CH:2][CH:7]=1, predict the reactants needed to synthesize it. The reactants are: Cl[C:2]1[CH:7]=[C:6]([Cl:8])[N:5]=[CH:4][N:3]=1.[N:9]1([C:15]([O:17][C:18]([CH3:21])([CH3:20])[CH3:19])=[O:16])[CH2:14][CH2:13][NH:12][CH2:11][CH2:10]1.C(N(CC)CC)C.